Dataset: Forward reaction prediction with 1.9M reactions from USPTO patents (1976-2016). Task: Predict the product of the given reaction. (1) Given the reactants [O:1]([C:8]1[CH:13]=[CH:12][C:11]([C:14]2[N:15]=[C:16]([N:22]3[CH2:27][CH2:26][NH:25][CH2:24][CH2:23]3)[S:17][C:18]=2[C:19]([NH2:21])=[O:20])=[CH:10][CH:9]=1)[C:2]1[CH:7]=[CH:6][CH:5]=[CH:4][CH:3]=1.[C:28](Cl)(=[O:31])[CH:29]=[CH2:30], predict the reaction product. The product is: [C:28]([N:25]1[CH2:26][CH2:27][N:22]([C:16]2[S:17][C:18]([C:19]([NH2:21])=[O:20])=[C:14]([C:11]3[CH:12]=[CH:13][C:8]([O:1][C:2]4[CH:7]=[CH:6][CH:5]=[CH:4][CH:3]=4)=[CH:9][CH:10]=3)[N:15]=2)[CH2:23][CH2:24]1)(=[O:31])[CH:29]=[CH2:30]. (2) The product is: [Pd:23]([Cl:25])[Cl:24].[N:1]1[CH:6]=[CH:5][CH:4]=[CH:3][C:2]=1[CH:7]=[N:8][C@@H:9]1[CH2:14][CH2:13][CH2:12][CH2:11][C@H:10]1[N:15]=[CH:16][C:17]1[CH:22]=[CH:21][CH:20]=[CH:19][N:18]=1. Given the reactants [N:1]1[CH:6]=[CH:5][CH:4]=[CH:3][C:2]=1[CH:7]=[N:8][C@@H:9]1[CH2:14][CH2:13][CH2:12][CH2:11][C@H:10]1[N:15]=[CH:16][C:17]1[CH:22]=[CH:21][CH:20]=[CH:19][N:18]=1.[Pd:23]([Cl:25])[Cl:24].CC#N, predict the reaction product. (3) Given the reactants C(CN1C2C(=CC=C3C(=O)C([C:18]4[CH:23]=[CH:22][C:21]([C:24]5([NH:28][C:29](=[O:35])[O:30][C:31]([CH3:34])([CH3:33])[CH3:32])[CH2:27][CH2:26][CH2:25]5)=[CH:20][CH:19]=4)=C(C4C=CC=CC=4)OC3=2)C=N1)#N.I[C:43]1[C:48](=[O:49])[C:47]2[CH:50]=[CH:51][C:52]3[NH:57][C:56](=[O:58])[CH2:55][O:54][C:53]=3[C:46]=2[O:45][C:44]=1[C:59]1[CH:64]=[CH:63][CH:62]=[CH:61][CH:60]=1.CC1(C)C(C)(C)OB(C2C=CC(C3(NC(=O)OC(C)(C)C)CCC3)=CC=2)O1, predict the reaction product. The product is: [C:31]([O:30][C:29](=[O:35])[NH:28][C:24]1([C:21]2[CH:20]=[CH:19][C:18]([C:43]3[C:48](=[O:49])[C:47]4[C:46](=[C:53]5[C:52](=[CH:51][CH:50]=4)[NH:57][C:56](=[O:58])[CH2:55][O:54]5)[O:45][C:44]=3[C:59]3[CH:60]=[CH:61][CH:62]=[CH:63][CH:64]=3)=[CH:23][CH:22]=2)[CH2:25][CH2:26][CH2:27]1)([CH3:34])([CH3:32])[CH3:33].